Dataset: Catalyst prediction with 721,799 reactions and 888 catalyst types from USPTO. Task: Predict which catalyst facilitates the given reaction. (1) Reactant: [F:1][C:2]1[CH:7]=[CH:6][CH:5]=[C:4]([F:8])[C:3]=1[N:9]1[C:14]2[N:15]=[C:16]([N:29]3[CH2:34][CH2:33][CH:32]([N:35]4[CH2:40][CH2:39][CH:38]([CH3:41])[CH2:37][CH2:36]4)[CH2:31][CH2:30]3)[N:17]=[C:18]([C:19]3[CH:20]=[C:21]([CH:25]=[CH:26][C:27]=3[CH3:28])[C:22](O)=[O:23])[C:13]=2[CH:12]=[CH:11][C:10]1=[O:42].CN(C(ON1N=NC2C=CC=CC1=2)=[N+](C)C)C.F[P-](F)(F)(F)(F)F.C(N(CC)CC)C.[CH2:74]([NH2:78])[CH:75]([CH3:77])[CH3:76]. Product: [F:8][C:4]1[CH:5]=[CH:6][CH:7]=[C:2]([F:1])[C:3]=1[N:9]1[C:14]2[N:15]=[C:16]([N:29]3[CH2:30][CH2:31][CH:32]([N:35]4[CH2:36][CH2:37][CH:38]([CH3:41])[CH2:39][CH2:40]4)[CH2:33][CH2:34]3)[N:17]=[C:18]([C:19]3[CH:20]=[C:21]([CH:25]=[CH:26][C:27]=3[CH3:28])[C:22]([NH:78][CH2:74][CH:75]([CH3:77])[CH3:76])=[O:23])[C:13]=2[CH:12]=[CH:11][C:10]1=[O:42]. The catalyst class is: 3. (2) Reactant: [F:1][C:2]([F:37])([CH3:36])[C@H:3]([NH:5][C:6]([C:8]1[C:16]2[C:11](=[N:12][CH:13]=[C:14]([C:17]3[C:25]4[C:20](=[CH:21][C:22]([F:26])=[CH:23][CH:24]=4)[N:19]([CH3:27])[N:18]=3)[N:15]=2)[N:10](COCC[Si](C)(C)C)[CH:9]=1)=[O:7])[CH3:4].FC(F)(F)C(O)=O.C(N)CN. Product: [F:37][C:2]([F:1])([CH3:36])[C@H:3]([NH:5][C:6]([C:8]1[C:16]2[C:11](=[N:12][CH:13]=[C:14]([C:17]3[C:25]4[C:20](=[CH:21][C:22]([F:26])=[CH:23][CH:24]=4)[N:19]([CH3:27])[N:18]=3)[N:15]=2)[NH:10][CH:9]=1)=[O:7])[CH3:4]. The catalyst class is: 4. (3) The catalyst class is: 5. Product: [CH3:18][NH:19][CH2:2][CH:3]([C:5]1[S:6][CH:7]=[CH:8][N:9]=1)[OH:4]. Reactant: Cl[CH2:2][C:3]([C:5]1[S:6][CH:7]=[CH:8][N:9]=1)=[O:4].[BH4-].[Na+].Cl.C([O-])(O)=O.[Na+].[CH3:18][NH2:19].[Na+].[I-]. (4) Reactant: Br[C:2]1[N:3]=[CH:4][C:5]([N:9]2[CH2:14][CH2:13][C:12]([NH:18][CH2:19][CH3:20])([C:15]([NH2:17])=[O:16])[CH2:11][CH2:10]2)=[N:6][C:7]=1[Cl:8].[Cl:21][C:22]1[CH:27]=[CH:26][C:25](B(O)O)=[CH:24][CH:23]=1.C([O-])([O-])=O.[Na+].[Na+].O. Product: [Cl:8][C:7]1[N:6]=[C:5]([N:9]2[CH2:14][CH2:13][C:12]([NH:18][CH2:19][CH3:20])([C:15]([NH2:17])=[O:16])[CH2:11][CH2:10]2)[CH:4]=[N:3][C:2]=1[C:25]1[CH:26]=[CH:27][C:22]([Cl:21])=[CH:23][CH:24]=1. The catalyst class is: 203.